This data is from NCI-60 drug combinations with 297,098 pairs across 59 cell lines. The task is: Regression. Given two drug SMILES strings and cell line genomic features, predict the synergy score measuring deviation from expected non-interaction effect. (1) Drug 1: C1CC(=O)NC(=O)C1N2CC3=C(C2=O)C=CC=C3N. Drug 2: COC1=NC(=NC2=C1N=CN2C3C(C(C(O3)CO)O)O)N. Cell line: SK-MEL-5. Synergy scores: CSS=-2.55, Synergy_ZIP=2.73, Synergy_Bliss=0.849, Synergy_Loewe=-3.30, Synergy_HSA=-4.25. (2) Drug 1: CC1=CC2C(CCC3(C2CCC3(C(=O)C)OC(=O)C)C)C4(C1=CC(=O)CC4)C. Drug 2: C1=CC(=CC=C1C#N)C(C2=CC=C(C=C2)C#N)N3C=NC=N3. Cell line: RXF 393. Synergy scores: CSS=-4.35, Synergy_ZIP=0.0774, Synergy_Bliss=-0.709, Synergy_Loewe=-6.04, Synergy_HSA=-4.85. (3) Drug 1: CC1=C(C(=CC=C1)Cl)NC(=O)C2=CN=C(S2)NC3=CC(=NC(=N3)C)N4CCN(CC4)CCO. Drug 2: C1CN(P(=O)(OC1)NCCCl)CCCl. Cell line: COLO 205. Synergy scores: CSS=-4.40, Synergy_ZIP=5.10, Synergy_Bliss=3.99, Synergy_Loewe=-1.56, Synergy_HSA=-3.56. (4) Drug 1: C1=NC2=C(N1)C(=S)N=C(N2)N. Drug 2: CCC(=C(C1=CC=CC=C1)C2=CC=C(C=C2)OCCN(C)C)C3=CC=CC=C3.C(C(=O)O)C(CC(=O)O)(C(=O)O)O. Cell line: UO-31. Synergy scores: CSS=24.1, Synergy_ZIP=-2.98, Synergy_Bliss=-4.10, Synergy_Loewe=-5.75, Synergy_HSA=-2.16.